Regression. Given two drug SMILES strings and cell line genomic features, predict the synergy score measuring deviation from expected non-interaction effect. From a dataset of NCI-60 drug combinations with 297,098 pairs across 59 cell lines. Drug 1: CC1=C2C(C(=O)C3(C(CC4C(C3C(C(C2(C)C)(CC1OC(=O)C(C(C5=CC=CC=C5)NC(=O)OC(C)(C)C)O)O)OC(=O)C6=CC=CC=C6)(CO4)OC(=O)C)O)C)O. Drug 2: CC1C(C(CC(O1)OC2CC(OC(C2O)C)OC3=CC4=CC5=C(C(=O)C(C(C5)C(C(=O)C(C(C)O)O)OC)OC6CC(C(C(O6)C)O)OC7CC(C(C(O7)C)O)OC8CC(C(C(O8)C)O)(C)O)C(=C4C(=C3C)O)O)O)O. Cell line: NCIH23. Synergy scores: CSS=51.5, Synergy_ZIP=7.72, Synergy_Bliss=8.59, Synergy_Loewe=7.45, Synergy_HSA=7.52.